The task is: Predict the product of the given reaction.. This data is from Forward reaction prediction with 1.9M reactions from USPTO patents (1976-2016). (1) Given the reactants [CH:1]1([C:4]([OH:6])=O)[CH2:3][CH2:2]1.C(N(C(C)C)CC)(C)C.CN(C(ON1N=NC2C=CC=NC1=2)=[N+](C)C)C.F[P-](F)(F)(F)(F)F.[CH2:40]1[C:46]2[CH:47]=[CH:48][C:49]([O:51][CH:52]3[CH2:57][CH2:56][N:55]([C:58]([O:60][C:61]([CH3:64])([CH3:63])[CH3:62])=[O:59])[CH2:54][CH2:53]3)=[CH:50][C:45]=2[CH2:44][CH2:43][NH:42][CH2:41]1, predict the reaction product. The product is: [CH:1]1([C:4]([N:42]2[CH2:43][CH2:44][C:45]3[CH:50]=[C:49]([O:51][CH:52]4[CH2:57][CH2:56][N:55]([C:58]([O:60][C:61]([CH3:64])([CH3:63])[CH3:62])=[O:59])[CH2:54][CH2:53]4)[CH:48]=[CH:47][C:46]=3[CH2:40][CH2:41]2)=[O:6])[CH2:3][CH2:2]1. (2) Given the reactants [C:1]([O:10][CH3:11])(=[O:9])[C:2]([CH2:4][C:5](OC)=[O:6])=[CH2:3].[C:12]1([C@H:18]([NH2:20])[CH3:19])[CH:17]=[CH:16][CH:15]=[CH:14][CH:13]=1.C1(C)C=CC(S(O)(=O)=O)=CC=1, predict the reaction product. The product is: [O:6]=[C:5]1[N:20]([C@@H:18]([C:12]2[CH:17]=[CH:16][CH:15]=[CH:14][CH:13]=2)[CH3:19])[CH2:3][C@@H:2]([C:1]([O:10][CH3:11])=[O:9])[CH2:4]1.[O:6]=[C:5]1[N:20]([C@@H:18]([C:12]2[CH:17]=[CH:16][CH:15]=[CH:14][CH:13]=2)[CH3:19])[CH2:3][C@H:2]([C:1]([O:10][CH3:11])=[O:9])[CH2:4]1. (3) Given the reactants [CH2:1]([N:4]1[C:12](=[O:13])[C:11]2[N:10]([CH2:14][O:15][CH2:16][CH2:17][Si:18]([CH3:21])([CH3:20])[CH3:19])[C:9]([C:22]3[CH:23]=[N:24][NH:25][CH:26]=3)=[N:8][C:7]=2[N:6]([CH2:27][CH2:28][CH3:29])[C:5]1=[O:30])[CH2:2][CH3:3].[O:31]=[C:32]1[CH:36]([CH2:37]OS(C)(=O)=O)[CH2:35][CH2:34][N:33]1[C:43]1[CH:48]=[CH:47][CH:46]=[C:45]([C:49]([F:52])([F:51])[F:50])[CH:44]=1.C([O-])([O-])=O.[K+].[K+].CN(C=O)C, predict the reaction product. The product is: [O:31]=[C:32]1[CH:36]([CH2:37][N:25]2[CH:26]=[C:22]([C:9]3[N:10]([CH2:14][O:15][CH2:16][CH2:17][Si:18]([CH3:20])([CH3:21])[CH3:19])[C:11]4[C:12](=[O:13])[N:4]([CH2:1][CH2:2][CH3:3])[C:5](=[O:30])[N:6]([CH2:27][CH2:28][CH3:29])[C:7]=4[N:8]=3)[CH:23]=[N:24]2)[CH2:35][CH2:34][N:33]1[C:43]1[CH:48]=[CH:47][CH:46]=[C:45]([C:49]([F:51])([F:50])[F:52])[CH:44]=1. (4) Given the reactants [Br:1][C:2]1[CH:7]=[C:6]([N+:8]([O-:10])=[O:9])[CH:5]=[C:4]([N+:11]([O-:13])=[O:12])[C:3]=1Br.[S-:15][C:16]#[N:17].[K+], predict the reaction product. The product is: [Br:1][C:2]1[CH:7]=[C:6]([N+:8]([O-:10])=[O:9])[CH:5]=[C:4]([N+:11]([O-:13])=[O:12])[C:3]=1[S:15][C:16]#[N:17]. (5) Given the reactants [F:1][C:2]1[CH:3]=[C:4]([C:11]([O:13][CH3:14])=[O:12])[C:5]2[CH:6]=[N:7][NH:8][C:9]=2[CH:10]=1.[H-].[Na+].I[CH3:18].O, predict the reaction product. The product is: [F:1][C:2]1[CH:3]=[C:4]([C:11]([O:13][CH3:14])=[O:12])[C:5]2[CH:6]=[N:7][N:8]([CH3:18])[C:9]=2[CH:10]=1. (6) The product is: [CH3:12][OH:13].[C:21]([O:26][CH3:27])(=[O:25])[C:22]([CH3:24])=[CH2:23]. Given the reactants CC1(C)N([O])C(C)(C)CCC1.[CH3:12][O:13]C1C=CC(O)=CC=1.[C:21]([O:26][CH3:27])(=[O:25])[C:22]([CH3:24])=[CH2:23], predict the reaction product. (7) Given the reactants [NH2:1][C:2]1[N:7]=[CH:6][C:5]([C:8]([N:10]2[CH2:15][CH2:14][O:13][CH2:12][CH2:11]2)=[O:9])=[CH:4][CH:3]=1.[H-].[Na+].Cl[C:19]1[C:20](=[O:27])[N:21]([CH3:26])[N:22]=[C:23]([Cl:25])[CH:24]=1, predict the reaction product. The product is: [Cl:25][C:23]1[CH:24]=[C:19]([NH:1][C:2]2[CH:3]=[CH:4][C:5]([C:8]([N:10]3[CH2:15][CH2:14][O:13][CH2:12][CH2:11]3)=[O:9])=[CH:6][N:7]=2)[C:20](=[O:27])[N:21]([CH3:26])[N:22]=1. (8) Given the reactants [Br:1][C:2]1[CH:3]=[C:4]([CH2:8][N:9]2C(=O)C3=CC=CC=C3C2=O)[CH:5]=[N:6][CH:7]=1.CN.[OH-].[Na+], predict the reaction product. The product is: [Br:1][C:2]1[CH:3]=[C:4]([CH2:8][NH2:9])[CH:5]=[N:6][CH:7]=1. (9) Given the reactants [C:1]([N:8]1[CH2:13][CH2:12][N:11]([CH2:14][C:15]2[CH:20]=[CH:19][N:18]=[C:17](Cl)[CH:16]=2)[CH2:10][CH2:9]1)([O:3][C:4]([CH3:7])([CH3:6])[CH3:5])=[O:2].[NH2:22][C:23]1[N:24]=[CH:25][C:26]2[C:31]([CH:32]=1)=[CH:30][CH:29]=[CH:28][CH:27]=2.CC1(C)C2C(=C(P(C3C=CC=CC=3)C3C=CC=CC=3)C=CC=2)OC2C(P(C3C=CC=CC=3)C3C=CC=CC=3)=CC=CC1=2.C([O-])([O-])=O.[Cs+].[Cs+], predict the reaction product. The product is: [CH:25]1[C:26]2[C:31](=[CH:30][CH:29]=[CH:28][CH:27]=2)[CH:32]=[C:23]([NH:22][C:17]2[CH:16]=[C:15]([CH2:14][N:11]3[CH2:12][CH2:13][N:8]([C:1]([O:3][C:4]([CH3:7])([CH3:6])[CH3:5])=[O:2])[CH2:9][CH2:10]3)[CH:20]=[CH:19][N:18]=2)[N:24]=1. (10) Given the reactants C(OC([NH:11][CH:12]([CH:16]1[CH2:21][CH2:20][O:19][CH2:18][CH2:17]1)[C:13]([OH:15])=[O:14])=O)C1C=CC=CC=1.[CH3:34][C:33]([O:32][C:30](O[C:30]([O:32][C:33]([CH3:36])([CH3:35])[CH3:34])=[O:31])=[O:31])([CH3:36])[CH3:35], predict the reaction product. The product is: [C:33]([O:32][C:30]([NH:11][CH:12]([CH:16]1[CH2:17][CH2:18][O:19][CH2:20][CH2:21]1)[C:13]([OH:15])=[O:14])=[O:31])([CH3:34])([CH3:35])[CH3:36].